From a dataset of Catalyst prediction with 721,799 reactions and 888 catalyst types from USPTO. Predict which catalyst facilitates the given reaction. Reactant: [CH3:1][O:2][C:3]1[CH:4]=[C:5]([NH:9][CH:10]([C:26]2[CH:31]=[CH:30][CH:29]=[CH:28][CH:27]=2)[C:11]([C:13]2[C:21]3[C:16](=[CH:17][CH:18]=[C:19]([C:22]([O:24]C)=[O:23])[CH:20]=3)[NH:15][CH:14]=2)=[O:12])[CH:6]=[CH:7][CH:8]=1.[OH-].[Na+]. Product: [CH3:1][O:2][C:3]1[CH:4]=[C:5]([NH:9][CH:10]([C:26]2[CH:31]=[CH:30][CH:29]=[CH:28][CH:27]=2)[C:11]([C:13]2[C:21]3[C:16](=[CH:17][CH:18]=[C:19]([C:22]([OH:24])=[O:23])[CH:20]=3)[NH:15][CH:14]=2)=[O:12])[CH:6]=[CH:7][CH:8]=1. The catalyst class is: 92.